This data is from Reaction yield outcomes from USPTO patents with 853,638 reactions. The task is: Predict the reaction yield, written as a fraction of the theoretical maximum amount of product (1.0 means a 100% yield; for example, 0.34 means a 34% yield). The reactants are Cl.CN.[N:4]1C=CC=C[CH:5]=1.Cl[C:11]([O:13][C:14]1[CH:19]=[CH:18][CH:17]=[CH:16][CH:15]=1)=[O:12]. The catalyst is CN(C)C=O. The product is [CH3:5][NH:4][C:11](=[O:12])[O:13][C:14]1[CH:19]=[CH:18][CH:17]=[CH:16][CH:15]=1. The yield is 0.591.